Dataset: Forward reaction prediction with 1.9M reactions from USPTO patents (1976-2016). Task: Predict the product of the given reaction. (1) Given the reactants [Br:1][C:2]1[C:6]([CH3:7])=[C:5]([I:8])[S:4][C:3]=1I.C([Li])CCC.CN(C)[CH:17]=[O:18], predict the reaction product. The product is: [Br:1][C:2]1[C:6]([CH3:7])=[C:5]([I:8])[S:4][C:3]=1[CH:17]=[O:18]. (2) Given the reactants [Cl:1][C:2]1[CH:3]=[N:4][C:5]2[N:6]([N:8]=[C:9]([C:11]([OH:13])=O)[CH:10]=2)[CH:7]=1.[N:14]1[CH:19]=[CH:18][C:17]([C:20]2[N:24]3[CH2:25][CH2:26][NH:27][CH2:28][C:23]3=[CH:22][CH:21]=2)=[N:16][CH:15]=1, predict the reaction product. The product is: [Cl:1][C:2]1[CH:3]=[N:4][C:5]2[N:6]([N:8]=[C:9]([C:11]([N:27]3[CH2:26][CH2:25][N:24]4[C:20]([C:17]5[CH:18]=[CH:19][N:14]=[CH:15][N:16]=5)=[CH:21][CH:22]=[C:23]4[CH2:28]3)=[O:13])[CH:10]=2)[CH:7]=1. (3) Given the reactants [F:1][C:2]1[CH:19]=[CH:18][C:5]([CH2:6][NH:7][C:8]2[N:17]=[CH:16][CH:15]=[CH:14][C:9]=2[C:10]([NH:12][NH2:13])=[O:11])=[CH:4][CH:3]=1.[CH3:20][S:21]([C:24]1[CH:32]=[CH:31][C:27]([C:28](O)=O)=[CH:26][CH:25]=1)(=[O:23])=[O:22].[Cl-].ClC1N(C)CC[NH+]1C.C(N(CC)CC)C, predict the reaction product. The product is: [F:1][C:2]1[CH:19]=[CH:18][C:5]([CH2:6][NH:7][C:8]2[C:9]([C:10]3[O:11][C:28]([C:27]4[CH:26]=[CH:25][C:24]([S:21]([CH3:20])(=[O:23])=[O:22])=[CH:32][CH:31]=4)=[N:13][N:12]=3)=[CH:14][CH:15]=[CH:16][N:17]=2)=[CH:4][CH:3]=1. (4) Given the reactants [NH2:1][C:2]([NH2:4])=[Se:3].[C:5]1([CH3:16])[C:6]([C:11]([CH2:13]C=O)=O)=[CH:7][CH:8]=[CH:9][CH:10]=1, predict the reaction product. The product is: [CH3:16][C:5]1[CH:10]=[CH:9][CH:8]=[CH:7][C:6]=1[C:11]1[Se:3][C:2]([NH2:4])=[N:1][CH:13]=1. (5) Given the reactants [C:1]1([C:13]2[C:14](=[O:28])[NH:15][C:16](=[O:27])[C:17]=2[C:18]2[C:26]3[C:21](=[CH:22][CH:23]=[CH:24][CH:25]=3)[NH:20][CH:19]=2)[C:11]2=[C:12]3[C:7](=[CH:8][CH:9]=[CH:10]2)[CH2:6][CH2:5][CH2:4][N:3]3[CH:2]=1.[C:29](=O)([O-])[O-].[K+].[K+].CI.O, predict the reaction product. The product is: [CH3:29][N:15]1[C:16](=[O:27])[C:17]([C:18]2[C:26]3[C:21](=[CH:22][CH:23]=[CH:24][CH:25]=3)[NH:20][CH:19]=2)=[C:13]([C:1]2[C:11]3=[C:12]4[C:7](=[CH:8][CH:9]=[CH:10]3)[CH2:6][CH2:5][CH2:4][N:3]4[CH:2]=2)[C:14]1=[O:28]. (6) Given the reactants C(OC([N:8]([CH:28]1[CH2:30][CH2:29]1)[C:9]1[N:14]2[N:15]=[CH:16][C:17]([CH:18]=[O:19])=[C:13]2[N:12]=[C:11]([C:20]2[S:24][C:23]([C:25]([OH:27])=[O:26])=[CH:22][CH:21]=2)[CH:10]=1)=O)(C)(C)C.Cl, predict the reaction product. The product is: [CH:28]1([NH:8][C:9]2[N:14]3[N:15]=[CH:16][C:17]([CH:18]=[O:19])=[C:13]3[N:12]=[C:11]([C:20]3[S:24][C:23]([C:25]([OH:27])=[O:26])=[CH:22][CH:21]=3)[CH:10]=2)[CH2:29][CH2:30]1. (7) Given the reactants [CH:1]1[C:6]2[CH2:7][CH2:8][CH2:9][C:10]([C:12]([OH:14])=O)=[CH:11][C:5]=2[CH:4]=[CH:3][CH:2]=1.C(Cl)(=O)C(Cl)=O.[N:21]1([C:26]2[CH:27]=[C:28]([CH:30]=[CH:31][CH:32]=2)[NH2:29])[CH:25]=[CH:24][N:23]=[CH:22]1, predict the reaction product. The product is: [N:21]1([C:26]2[CH:27]=[C:28]([NH:29][C:12]([C:10]3[CH2:9][CH2:8][CH2:7][C:6]4[CH:1]=[CH:2][CH:3]=[CH:4][C:5]=4[CH:11]=3)=[O:14])[CH:30]=[CH:31][CH:32]=2)[CH:25]=[CH:24][N:23]=[CH:22]1. (8) The product is: [C:24]([C:21]1[CH:22]=[CH:23][C:18]([C:16](=[O:17])[CH2:15][C:14]([C:11]2[CH:12]=[CH:13][C:8]([O:7][CH2:6][C:5]3[CH:29]=[CH:30][C:2]([CH:47]=[CH:46][CH2:45][CH2:44][C:43]([C:37]4[C:38]([CH3:41])([CH3:42])[CH2:39][CH2:40][N:35]([CH2:31][CH:32]([CH3:34])[CH3:33])[CH:36]=4)=[O:48])=[CH:3][CH:4]=3)=[CH:9][CH:10]=2)=[O:28])=[CH:19][CH:20]=1)([CH3:27])([CH3:26])[CH3:25]. Given the reactants Br[C:2]1[CH:30]=[CH:29][C:5]([CH2:6][O:7][C:8]2[CH:13]=[CH:12][C:11]([C:14](=[O:28])[CH2:15][C:16]([C:18]3[CH:23]=[CH:22][C:21]([C:24]([CH3:27])([CH3:26])[CH3:25])=[CH:20][CH:19]=3)=[O:17])=[CH:10][CH:9]=2)=[CH:4][CH:3]=1.[CH2:31]([N:35]1[CH2:40][CH2:39][C:38]([CH3:42])([CH3:41])[C:37]([C:43](=[O:48])[CH2:44][CH2:45][CH:46]=[CH2:47])=[CH:36]1)[CH:32]([CH3:34])[CH3:33].C(N(CC)CC)C.COC1C=CC=CC=1P(C1C=CC=CC=1OC)C1C=CC=CC=1OC, predict the reaction product.